Dataset: Cav3 T-type calcium channel HTS with 100,875 compounds. Task: Binary Classification. Given a drug SMILES string, predict its activity (active/inactive) in a high-throughput screening assay against a specified biological target. (1) The molecule is S(=O)(=O)(N(CC(=O)NCc1ccncc1)c1ccc(F)cc1)c1cc2OCCOc2cc1. The result is 0 (inactive). (2) The molecule is O(CC(=O)N1C(Cc2c1cccc2)C)C(=O)C1C(=C(NC(=C1C(OC)=O)C)C)C(OC)=O. The result is 0 (inactive). (3) The drug is O=C(N1CCc2c1cccc2)c1c2c(nc(c1)C)cccc2. The result is 0 (inactive).